Dataset: Forward reaction prediction with 1.9M reactions from USPTO patents (1976-2016). Task: Predict the product of the given reaction. Given the reactants COC1C=CC(C[N:8]([C:28]2[CH:33]=[CH:32][CH:31]=[CH:30][CH:29]=2)[C:9]2[C:10]3[N:11]([CH:25]=[CH:26][N:27]=3)[N:12]=[C:13]([C:15]3[CH:16]=[CH:17][C:18]4[O:22][N:21]=[C:20]([NH2:23])[C:19]=4[CH:24]=3)[CH:14]=2)=CC=1.CCOC1C=CC(N)=CC=1.C(O)(C(F)(F)F)=O, predict the reaction product. The product is: [NH2:23][C:20]1[C:19]2[CH:24]=[C:15]([C:13]3[CH:14]=[C:9]([NH:8][C:28]4[CH:33]=[CH:32][CH:31]=[CH:30][CH:29]=4)[C:10]4[N:11]([CH:25]=[CH:26][N:27]=4)[N:12]=3)[CH:16]=[CH:17][C:18]=2[O:22][N:21]=1.